Dataset: Catalyst prediction with 721,799 reactions and 888 catalyst types from USPTO. Task: Predict which catalyst facilitates the given reaction. (1) The catalyst class is: 666. Product: [CH:3]1[CH:8]=[N:7][CH:6]=[C:5]([CH2:9][C:10]([P:12]([O-:14])([OH:15])=[O:13])([P:16]([OH:19])([OH:18])=[O:17])[OH:11])[CH:4]=1.[Na+:2]. Reactant: [OH-].[Na+:2].[CH:3]1[CH:8]=[N:7][CH:6]=[C:5]([CH2:9][C:10]([P:16]([OH:19])([OH:18])=[O:17])([P:12]([OH:15])([OH:14])=[O:13])[OH:11])[CH:4]=1. (2) Reactant: [CH2:1]([O:8][C:9]1[CH:10]=[C:11]([C@@H:15]([C@H:17]([C:19]2[CH:24]=[CH:23][CH:22]=[C:21]([O:25][CH2:26][C:27]3[CH:32]=[CH:31][CH:30]=[CH:29][CH:28]=3)[CH:20]=2)[OH:18])[OH:16])[CH:12]=[CH:13][CH:14]=1)[C:2]1[CH:7]=[CH:6][CH:5]=[CH:4][CH:3]=1.[S:33](Cl)([C:36]1[CH:42]=[CH:41][C:39]([CH3:40])=[CH:38][CH:37]=1)(=[O:35])=[O:34]. Product: [CH2:1]([O:8][C:9]1[CH:10]=[C:11]([C@H:15]([O:16][S:33]([C:36]2[CH:42]=[CH:41][C:39]([CH3:40])=[CH:38][CH:37]=2)(=[O:35])=[O:34])[C@H:17]([C:19]2[CH:24]=[CH:23][CH:22]=[C:21]([O:25][CH2:26][C:27]3[CH:32]=[CH:31][CH:30]=[CH:29][CH:28]=3)[CH:20]=2)[O:18][S:33]([C:36]2[CH:42]=[CH:41][C:39]([CH3:40])=[CH:38][CH:37]=2)(=[O:35])=[O:34])[CH:12]=[CH:13][CH:14]=1)[C:2]1[CH:7]=[CH:6][CH:5]=[CH:4][CH:3]=1. The catalyst class is: 17. (3) Reactant: [F:1][C:2]1[CH:7]=[CH:6][C:5]([CH2:8][C:9]2[CH:18]=[C:17]3[C:12]([C:13]([OH:39])=[C:14]([C:34]([O:36][CH2:37][CH3:38])=[O:35])[C:15](=[O:33])[N:16]3[CH2:19][CH2:20][N:21]([CH3:32])[C:22]([O:24]CC3C=CC=CC=3)=O)=[N:11][CH:10]=2)=[CH:4][CH:3]=1.[CH:40]([N:43](C(C)C)[CH2:44]C)(C)C.CN(C)C(Cl)=O. Product: [CH3:40][N:43]([CH3:44])[C:22]([N:21]([CH3:32])[CH2:20][CH2:19][N:16]1[C:17]2[C:12](=[N:11][CH:10]=[C:9]([CH2:8][C:5]3[CH:4]=[CH:3][C:2]([F:1])=[CH:7][CH:6]=3)[CH:18]=2)[C:13]([OH:39])=[C:14]([C:34]([O:36][CH2:37][CH3:38])=[O:35])[C:15]1=[O:33])=[O:24]. The catalyst class is: 707.